This data is from Peptide-MHC class I binding affinity with 185,985 pairs from IEDB/IMGT. The task is: Regression. Given a peptide amino acid sequence and an MHC pseudo amino acid sequence, predict their binding affinity value. This is MHC class I binding data. (1) The peptide sequence is VMATLLPPV. The MHC is HLA-A02:01 with pseudo-sequence HLA-A02:01. The binding affinity (normalized) is 1.00. (2) The peptide sequence is KCCNLFEKF. The binding affinity (normalized) is 0. The MHC is HLA-A01:01 with pseudo-sequence HLA-A01:01.